This data is from Forward reaction prediction with 1.9M reactions from USPTO patents (1976-2016). The task is: Predict the product of the given reaction. (1) Given the reactants [C:1]([O:5][C:6]([NH:8][C:9]1[S:13][CH:12]=[C:11]([C:14]([O:16][CH3:17])=[O:15])[C:10]=1[CH3:18])=[O:7])([CH3:4])([CH3:3])[CH3:2].[H-].[Na+].[CH2:21](I)[CH3:22], predict the reaction product. The product is: [C:1]([O:5][C:6]([N:8]([CH2:21][CH3:22])[C:9]1[S:13][CH:12]=[C:11]([C:14]([O:16][CH3:17])=[O:15])[C:10]=1[CH3:18])=[O:7])([CH3:4])([CH3:3])[CH3:2]. (2) Given the reactants [C:1]([O:5][CH2:6][C@H:7]([CH3:28])[O:8][C:9]1[CH:10]=[C:11]([CH:14]=[C:15]([O:17][C:18]2[CH:23]=[CH:22][C:21]([S:24]([CH3:27])(=[O:26])=[O:25])=[CH:20][CH:19]=2)[CH:16]=1)[C:12]#N)([CH3:4])([CH3:3])[CH3:2].[OH2:29].[OH-:30].[Na+], predict the reaction product. The product is: [C:1]([O:5][CH2:6][C@H:7]([CH3:28])[O:8][C:9]1[CH:10]=[C:11]([CH:14]=[C:15]([O:17][C:18]2[CH:23]=[CH:22][C:21]([S:24]([CH3:27])(=[O:26])=[O:25])=[CH:20][CH:19]=2)[CH:16]=1)[C:12]([OH:30])=[O:29])([CH3:4])([CH3:3])[CH3:2].